From a dataset of Reaction yield outcomes from USPTO patents with 853,638 reactions. Predict the reaction yield, written as a fraction of the theoretical maximum amount of product (1.0 means a 100% yield; for example, 0.34 means a 34% yield). (1) The reactants are [Br:1][C:2]1[CH:7]=[C:6]([N+:8]([O-])=O)[CH:5]=[C:4]([Br:11])[CH:3]=1.O.O.Cl[Sn]Cl.[OH-].[Na+]. The catalyst is C(O)C. The product is [Br:1][C:2]1[CH:7]=[C:6]([CH:5]=[C:4]([Br:11])[CH:3]=1)[NH2:8]. The yield is 0.860. (2) The catalyst is C(O)C.[Pd]. The product is [C:1](=[O:27])([O:25][CH3:26])[O:2][C:3]1[CH:8]=[C:7]([NH2:9])[C:6]([N:12]2[CH2:17][CH2:16][N:15]([CH2:18][CH3:19])[CH2:14][CH2:13]2)=[CH:5][C:4]=1[CH:20]1[CH2:21][CH2:22][CH2:23][CH2:24]1. The yield is 0.800. The reactants are [C:1](=[O:27])([O:25][CH3:26])[O:2][C:3]1[CH:8]=[C:7]([N+:9]([O-])=O)[C:6]([N:12]2[CH2:17][CH2:16][N:15]([CH2:18][CH3:19])[CH2:14][CH2:13]2)=[CH:5][C:4]=1[CH:20]1[CH2:24][CH2:23][CH2:22][CH2:21]1. (3) The reactants are Br[C:2]1[CH:9]=[CH:8][CH:7]=[CH:6][C:3]=1[CH:4]=[O:5].C(=O)([O-])[O-].[Na+].[Na+].[C:16]1(B(O)O)[C:25]2[C:20](=[CH:21][CH:22]=[CH:23][CH:24]=2)[CH:19]=[CH:18][CH:17]=1. The catalyst is CN(C)C=O.O.C([O-])(=O)C.[Pd+2].C([O-])(=O)C. The product is [C:24]1([C:2]2[CH:9]=[CH:8][CH:7]=[CH:6][C:3]=2[CH:4]=[O:5])[C:25]2[C:20](=[CH:19][CH:18]=[CH:17][CH:16]=2)[CH:21]=[CH:22][CH:23]=1. The yield is 0.870. (4) The reactants are FC(F)(F)S(O[C:7]1[CH2:8][CH2:9][C:10]2[CH:11]=[CH:12][C:13]([C:17]([O:19][CH3:20])=[O:18])=[CH:14][C:15]=2[CH:16]=1)(=O)=O.C[Sn](C)(C)[C:25]1[N:30]=[CH:29][N:28]=[C:27]([NH:31][C:32](=[O:34])[CH3:33])[CH:26]=1.[Cl-].[Li+]. The catalyst is [Cu]I.C1C=CC([P]([Pd]([P](C2C=CC=CC=2)(C2C=CC=CC=2)C2C=CC=CC=2)([P](C2C=CC=CC=2)(C2C=CC=CC=2)C2C=CC=CC=2)[P](C2C=CC=CC=2)(C2C=CC=CC=2)C2C=CC=CC=2)(C2C=CC=CC=2)C2C=CC=CC=2)=CC=1.O1CCOCC1. The product is [C:32]([NH:31][C:27]1[N:28]=[CH:29][N:30]=[C:25]([C:7]2[CH2:8][CH2:9][C:10]3[CH:11]=[CH:12][C:13]([C:17]([O:19][CH3:20])=[O:18])=[CH:14][C:15]=3[CH:16]=2)[CH:26]=1)(=[O:34])[CH3:33]. The yield is 0.810. (5) The reactants are [CH:1]([N:4]1[C:13]2[C:8](=[CH:9][CH:10]=[C:11]([CH3:14])[CH:12]=2)[CH2:7][CH2:6][CH2:5]1)([CH3:3])[CH3:2].[Br-:15].[Br-].[Br-].C([N+](CCCC)(CCCC)CCCC)CCC.C([N+](CCCC)(CCCC)CCCC)CCC.C([N+](CCCC)(CCCC)CCCC)CCC. The catalyst is ClCCl. The product is [Br:15][C:10]1[CH:9]=[C:8]2[C:13](=[CH:12][C:11]=1[CH3:14])[N:4]([CH:1]([CH3:3])[CH3:2])[CH2:5][CH2:6][CH2:7]2. The yield is 0.670.